From a dataset of Forward reaction prediction with 1.9M reactions from USPTO patents (1976-2016). Predict the product of the given reaction. (1) Given the reactants [C:1]([NH:8][CH2:9][C:10]([OH:12])=O)([O:3][C:4]([CH3:7])([CH3:6])[CH3:5])=[O:2].CN(C(ON1N=NC2C=CC=CC1=2)=[N+](C)C)C.F[P-](F)(F)(F)(F)F.CCN(C(C)C)C(C)C.[NH:46]1[CH2:51][CH2:50][S:49][CH2:48][CH2:47]1, predict the reaction product. The product is: [O:12]=[C:10]([N:46]1[CH2:51][CH2:50][S:49][CH2:48][CH2:47]1)[CH2:9][NH:8][C:1](=[O:2])[O:3][C:4]([CH3:5])([CH3:6])[CH3:7]. (2) The product is: [O:1]([C:8]1[CH:9]=[C:10]([C:14]23[CH2:15][CH2:16][C:17]([CH2:18][OH:19])([CH2:20][CH2:21]2)[O:23][CH2:22]3)[CH:11]=[CH:12][CH:13]=1)[C:2]1[CH:3]=[CH:4][CH:5]=[CH:6][CH:7]=1. Given the reactants [O:1]([C:8]1[CH:9]=[C:10]([C:14]2([CH2:22][OH:23])[CH2:21][CH2:20][C:17]3([O:19][CH2:18]3)[CH2:16][CH2:15]2)[CH:11]=[CH:12][CH:13]=1)[C:2]1[CH:7]=[CH:6][CH:5]=[CH:4][CH:3]=1.O.C1(C)C=CC(S(O)(=O)=O)=CC=1, predict the reaction product. (3) Given the reactants [CH2:1]([C@H:3]1[O:8][C@@H:7]([CH2:9][CH3:10])[CH2:6][N:5]([C:11]2[CH:18]=[CH:17][C:16]([N+:19]([O-:21])=[O:20])=[CH:15][C:12]=2[CH:13]=O)[CH2:4]1)[CH3:2].[NH:22]1[C:29](=[O:30])[CH2:28][C:26](=[O:27])[NH:25][C:23]1=[O:24], predict the reaction product. The product is: [CH2:9]([C@H:7]1[O:8][C@@H:3]([CH2:1][CH3:2])[C@@H:4]2[C:28]3([CH2:13][C:12]4[C:11]([N:5]2[CH2:6]1)=[CH:18][CH:17]=[C:16]([N+:19]([O-:21])=[O:20])[CH:15]=4)[C:26](=[O:27])[NH:25][C:23](=[O:24])[NH:22][C:29]3=[O:30])[CH3:10]. (4) Given the reactants [CH:1]12[CH2:10][CH:5]3[CH2:6][CH:7]([CH2:9][CH:3]([CH2:4]3)[CH:2]1[N:11]1[C:14](=[O:15])[C:13]([CH3:17])([CH3:16])[NH:12]1)[CH2:8]2.[F:18][C:19]1[CH:20]=[C:21]([CH:24]=[C:25]([C:27]([F:30])([F:29])[F:28])[CH:26]=1)[CH2:22]Br, predict the reaction product. The product is: [F:18][C:19]1[CH:20]=[C:21]([CH:24]=[C:25]([C:27]([F:28])([F:29])[F:30])[CH:26]=1)[CH2:22][N:12]1[C:13]([CH3:17])([CH3:16])[C:14](=[O:15])[N:11]1[CH:2]1[CH:3]2[CH2:4][CH:5]3[CH2:6][CH:7]([CH2:8][CH:1]1[CH2:10]3)[CH2:9]2. (5) Given the reactants [Cl:1][C:2]1[CH:3]=[C:4]([NH:13][CH:14]2[CH2:17][CH2:16][CH2:15]2)[C:5]([CH3:12])=[C:6]([CH:11]=1)[C:7]([O:9][CH3:10])=[O:8].[CH:18](=O)[CH3:19].C(O)(=O)C.C(O[BH-](OC(=O)C)OC(=O)C)(=O)C.[Na+], predict the reaction product. The product is: [Cl:1][C:2]1[CH:3]=[C:4]([N:13]([CH:14]2[CH2:17][CH2:16][CH2:15]2)[CH2:18][CH3:19])[C:5]([CH3:12])=[C:6]([CH:11]=1)[C:7]([O:9][CH3:10])=[O:8]. (6) Given the reactants [Br:1][C:2]1[C:3]([Cl:12])=[N:4][CH:5]=[C:6]([CH:11]=1)[C:7](OC)=[O:8].[NH2:13][NH2:14], predict the reaction product. The product is: [Br:1][C:2]1[C:3]([Cl:12])=[N:4][CH:5]=[C:6]([CH:11]=1)[C:7]([NH:13][NH2:14])=[O:8].